Dataset: Forward reaction prediction with 1.9M reactions from USPTO patents (1976-2016). Task: Predict the product of the given reaction. (1) Given the reactants N1C2C=CC=C(C(O)=O)C=2NC=1.S(=O)(=O)(O)O.C[O:19][C:20]([C:22]1[C:30]2[O:29][CH2:28][O:27][C:26]=2[CH:25]=[CH:24][CH:23]=1)=O.O.[NH2:32][NH2:33], predict the reaction product. The product is: [O:27]1[C:26]2[CH:25]=[CH:24][CH:23]=[C:22]([C:20]([NH:32][NH2:33])=[O:19])[C:30]=2[O:29][CH2:28]1. (2) Given the reactants [NH:1]1[C:5]2=[CH:6][N:7]=[CH:8][CH:9]=[C:4]2[CH:3]=[CH:2]1.[C:10]1([CH3:22])[CH:15]=[C:14]([CH3:16])[CH:13]=[C:12]([CH3:17])[C:11]=1[S:18](Cl)(=[O:20])=[O:19].[H-].[Na+], predict the reaction product. The product is: [CH3:22][C:10]1[CH:15]=[C:14]([CH3:16])[CH:13]=[C:12]([CH3:17])[C:11]=1[S:18]([N:1]1[C:5]2=[CH:6][N:7]=[CH:8][CH:9]=[C:4]2[CH:3]=[CH:2]1)(=[O:19])=[O:20]. (3) The product is: [CH3:1][O:2][C:3](=[O:29])[CH:4]([NH:18][C:19](=[O:28])[C:20]1[CH:25]=[C:24]([Br:26])[CH:23]=[CH:22][C:21]=1[O:27][CH2:44][C:41]1[CH:42]=[CH:43][C:38]([O:37][CH2:30][C:31]2[CH:36]=[CH:35][CH:34]=[CH:33][CH:32]=2)=[C:39]([O:46][CH2:47][C:48]2[CH:53]=[CH:52][CH:51]=[CH:50][CH:49]=2)[CH:40]=1)[CH3:5]. Given the reactants [CH3:1][O:2][C:3](=[O:29])[C@@H:4]([NH:18][C:19](=[O:28])[C:20]1[CH:25]=[C:24]([Br:26])[CH:23]=[CH:22][C:21]=1[OH:27])[CH2:5]C1C=CC(C2C=CC=CC=2)=CC=1.[CH2:30]([O:37][C:38]1[CH:43]=[CH:42][C:41]([CH2:44]Cl)=[CH:40][C:39]=1[O:46][CH2:47][C:48]1[CH:53]=[CH:52][CH:51]=[CH:50][CH:49]=1)[C:31]1[CH:36]=[CH:35][CH:34]=[CH:33][CH:32]=1, predict the reaction product. (4) Given the reactants [OH:1][C@H:2]1[C:7]([CH3:9])([CH3:8])[CH2:6][CH2:5][C:4](=[O:10])[CH2:3]1.[C:11]([Si:15](Cl)([CH3:17])[CH3:16])([CH3:14])([CH3:13])[CH3:12].N1C=CN=C1, predict the reaction product. The product is: [Si:15]([O:1][C@H:2]1[C:7]([CH3:9])([CH3:8])[CH2:6][CH2:5][C:4](=[O:10])[CH2:3]1)([C:11]([CH3:14])([CH3:13])[CH3:12])([CH3:17])[CH3:16]. (5) Given the reactants [F:1][C:2]1[CH:7]=[CH:6][C:5]([F:8])=[CH:4][C:3]=1[NH:9][C:10]1[N:15]2[N:16]=[CH:17][C:18]([S:19]([NH2:22])(=[O:21])=[O:20])=[C:14]2[N:13]=[CH:12][C:11]=1[C:23]([N:25]1[CH2:30][CH2:29][CH:28]([C:31]2[CH:36]=[CH:35][C:34]([F:37])=[CH:33][CH:32]=2)[CH2:27][CH2:26]1)=[O:24].[C:38](O)(=[O:40])[CH3:39], predict the reaction product. The product is: [F:1][C:2]1[CH:7]=[CH:6][C:5]([F:8])=[CH:4][C:3]=1[NH:9][C:10]1[N:15]2[N:16]=[CH:17][C:18]([S:19]([NH:22][C:38](=[O:40])[CH3:39])(=[O:21])=[O:20])=[C:14]2[N:13]=[CH:12][C:11]=1[C:23]([N:25]1[CH2:30][CH2:29][CH:28]([C:31]2[CH:32]=[CH:33][C:34]([F:37])=[CH:35][CH:36]=2)[CH2:27][CH2:26]1)=[O:24]. (6) Given the reactants [F:1][C:2]1[N:7]=[C:6]2[NH:8][CH:9]=[CH:10][C:5]2=[CH:4][CH:3]=1.[CH:11]1(B(O)O)[CH2:13][CH2:12]1.C(=O)([O-])[O-].[Na+].[Na+].N1C=CC=CC=1C1C=CC=CN=1.[NH4+].[Cl-], predict the reaction product. The product is: [CH:11]1([N:8]2[C:6]3=[N:7][C:2]([F:1])=[CH:3][CH:4]=[C:5]3[CH:10]=[CH:9]2)[CH2:13][CH2:12]1. (7) Given the reactants [C:1](#N)[CH3:2].[SH:4][C:5]1[CH:21]=[CH:20][CH:19]=[C:7]2[C:8]([N:10]([C:13]3[CH:18]=[CH:17][CH:16]=[CH:15][CH:14]=3)[C:11](=[O:12])[C:6]=12)=[O:9].C(I)C.C(=O)([O-])[O-].[K+].[K+], predict the reaction product. The product is: [CH2:1]([S:4][C:5]1[CH:21]=[CH:20][CH:19]=[C:7]2[C:8]([N:10]([C:13]3[CH:18]=[CH:17][CH:16]=[CH:15][CH:14]=3)[C:11](=[O:12])[C:6]=12)=[O:9])[CH3:2].